Dataset: Forward reaction prediction with 1.9M reactions from USPTO patents (1976-2016). Task: Predict the product of the given reaction. Given the reactants C[O:2][C:3]1[CH:4]=[C:5]2[C:13](=[CH:14][CH:15]=1)[N:12]([CH3:16])[C:11]1[C:10]3[CH:17]=[CH:18][CH:19]=[N:20][C:9]=3[S:8][CH2:7][C:6]2=1.Cl.N1C=CC=CC=1, predict the reaction product. The product is: [CH3:16][N:12]1[C:11]2[C:10]3[CH:17]=[CH:18][CH:19]=[N:20][C:9]=3[S:8][CH2:7][C:6]=2[C:5]2[C:13]1=[CH:14][CH:15]=[C:3]([OH:2])[CH:4]=2.